This data is from Forward reaction prediction with 1.9M reactions from USPTO patents (1976-2016). The task is: Predict the product of the given reaction. (1) Given the reactants [CH3:1][O:2][C:3]1[CH:8]=[C:7]([O:9][CH2:10][C:11]([F:14])([F:13])[F:12])[N:6]=[C:5]([OH:15])[N:4]=1.[CH2:16](I)[CH3:17].[F-].[Cs+].O, predict the reaction product. The product is: [CH2:16]([O:15][C:5]1[N:4]=[C:3]([O:2][CH3:1])[CH:8]=[C:7]([O:9][CH2:10][C:11]([F:12])([F:14])[F:13])[N:6]=1)[CH3:17]. (2) The product is: [NH2:22][C:14]1[CH:15]=[C:16]([CH:20]=[CH:21][C:13]=1[NH:12][CH2:11][CH2:10][C:9]([NH:8][C:6]([O:5][C:1]([CH3:4])([CH3:3])[CH3:2])=[O:7])([CH3:26])[CH3:25])[C:17]([OH:19])=[O:18]. Given the reactants [C:1]([O:5][C:6]([NH:8][C:9]([CH3:26])([CH3:25])[CH2:10][CH2:11][NH:12][C:13]1[CH:21]=[CH:20][C:16]([C:17]([OH:19])=[O:18])=[CH:15][C:14]=1[N+:22]([O-])=O)=[O:7])([CH3:4])([CH3:3])[CH3:2].[H][H], predict the reaction product. (3) Given the reactants [CH3:1][O:2][CH2:3][CH2:4][CH2:5][S:6][C:7]1[CH:12]=[CH:11][C:10](B(O)O)=[CH:9][CH:8]=1.Br[C:17]1[N:22]=[CH:21][C:20]([O:23][CH2:24][CH:25]2[CH2:30][CH2:29][N:28]([C:31]([O:33][C:34]([CH3:37])([CH3:36])[CH3:35])=[O:32])[CH2:27][CH2:26]2)=[CH:19][CH:18]=1.C([O-])([O-])=O.[Na+].[Na+], predict the reaction product. The product is: [CH3:1][O:2][CH2:3][CH2:4][CH2:5][S:6][C:7]1[CH:12]=[CH:11][C:10]([C:17]2[N:22]=[CH:21][C:20]([O:23][CH2:24][CH:25]3[CH2:26][CH2:27][N:28]([C:31]([O:33][C:34]([CH3:37])([CH3:36])[CH3:35])=[O:32])[CH2:29][CH2:30]3)=[CH:19][CH:18]=2)=[CH:9][CH:8]=1. (4) Given the reactants [CH2:1]([N:6]1[C:14]2[C:9](=[CH:10][CH:11]=[CH:12][CH:13]=2)[C:8]2([CH2:16][CH2:15]2)[C:7]1=[O:17])[CH2:2][CH2:3][CH2:4][CH3:5].[N+:18]([O-])([OH:20])=[O:19], predict the reaction product. The product is: [N+:18]([C:11]1[CH:10]=[C:9]2[C:14](=[CH:13][CH:12]=1)[N:6]([CH2:1][CH2:2][CH2:3][CH2:4][CH3:5])[C:7](=[O:17])[C:8]12[CH2:16][CH2:15]1)([O-:20])=[O:19]. (5) Given the reactants C(O)C.O1CCCC1.[OH-].[Na+].[Cl:11][C:12]1[CH:13]=[C:14]([CH:21]=[C:22]([F:28])[C:23]=1[O:24][CH2:25][C:26]#[CH:27])[C:15]([O:17]CC#C)=[O:16], predict the reaction product. The product is: [Cl:11][C:12]1[CH:13]=[C:14]([CH:21]=[C:22]([F:28])[C:23]=1[O:24][CH2:25][C:26]#[CH:27])[C:15]([OH:17])=[O:16].